From a dataset of Catalyst prediction with 721,799 reactions and 888 catalyst types from USPTO. Predict which catalyst facilitates the given reaction. (1) Product: [CH3:9][C:4]1[CH:5]=[C:6]([CH3:8])[N:7]=[C:2]([N:16]2[CH2:21][CH2:20][NH:19][CH2:18][CH2:17]2)[N:3]=1. The catalyst class is: 3. Reactant: Cl[C:2]1[N:7]=[C:6]([CH3:8])[CH:5]=[C:4]([CH3:9])[N:3]=1.C(=O)([O-])[O-].[K+].[K+].[NH:16]1[CH2:21][CH2:20][NH:19][CH2:18][CH2:17]1. (2) Reactant: [Br:1][C:2]1[C:3]([O:24][CH3:25])=[C:4]([C:9]([CH2:12][S:13]([C:16]2[CH:21]=[CH:20][C:19]([F:22])=[CH:18][C:17]=2Br)(=[O:15])=[O:14])=[CH:10][CH:11]=1)[C:5]([O:7][CH3:8])=[O:6].[CH2:26]([N:28]([CH2:45][CH3:46])[CH2:29]/[CH:30]=[CH:31]\[Sn](CCCC)(CCCC)CCCC)[CH3:27].[F-].[Cs+]. Product: [Br:1][C:2]1[C:3]([O:24][CH3:25])=[C:4]([C:9]([CH2:12][S:13]([C:16]2[CH:21]=[CH:20][C:19]([F:22])=[CH:18][C:17]=2/[CH:31]=[CH:30]\[CH2:29][N:28]([CH2:45][CH3:46])[CH2:26][CH3:27])(=[O:15])=[O:14])=[CH:10][CH:11]=1)[C:5]([O:7][CH3:8])=[O:6]. The catalyst class is: 1.